From a dataset of Reaction yield outcomes from USPTO patents with 853,638 reactions. Predict the reaction yield, written as a fraction of the theoretical maximum amount of product (1.0 means a 100% yield; for example, 0.34 means a 34% yield). (1) The reactants are [C:1]1([CH3:11])[CH:6]=[CH:5][C:4]([S:7](Cl)(=[O:9])=[O:8])=[CH:3][CH:2]=1.N1C=CC=CC=1.Cl[CH:19]([OH:21])[CH3:20].[Cl:22]CCl. No catalyst specified. The product is [Cl:22][CH2:20][CH2:19][O:21][S:7]([C:4]1[CH:5]=[CH:6][C:1]([CH3:11])=[CH:2][CH:3]=1)(=[O:9])=[O:8]. The yield is 1.00. (2) The reactants are [NH2:1][C:2]1[CH:7]=[CH:6][C:5]([CH2:8][CH2:9][C:10]([NH2:12])=[O:11])=[CH:4][C:3]=1[C:13]1[CH2:18][CH2:17][CH2:16][CH2:15][CH:14]=1.[C:19]([C:21]1[N:22]=[C:23]([C:34]([O-])=[O:35])[N:24]([CH2:26][O:27][CH2:28][CH2:29][Si:30]([CH3:33])([CH3:32])[CH3:31])[CH:25]=1)#[N:20].[K+].C1CN([P+](Br)(N2CCCC2)N2CCCC2)CC1.F[P-](F)(F)(F)(F)F.CCN(C(C)C)C(C)C. The catalyst is CN(C=O)C.CCOC(C)=O. The product is [C:10]([CH2:9][CH2:8][C:5]1[CH:6]=[CH:7][C:2]([NH:1][C:34]([C:23]2[N:24]([CH2:26][O:27][CH2:28][CH2:29][Si:30]([CH3:33])([CH3:32])[CH3:31])[CH:25]=[C:21]([C:19]#[N:20])[N:22]=2)=[O:35])=[C:3]([C:13]2[CH2:18][CH2:17][CH2:16][CH2:15][CH:14]=2)[CH:4]=1)(=[O:11])[NH2:12]. The yield is 0.910. (3) The reactants are [CH2:1]([N:3]1[C:11]2[C:6](=[CH:7][CH:8]=[C:9]([O:12][CH3:13])[CH:10]=2)[C:5]([C:14]#[N:15])=[C:4]1[I:16])[CH3:2].[N+:17]([O-])([OH:19])=[O:18]. The catalyst is C(O)(=O)C. The product is [CH2:1]([N:3]1[C:11]2[C:6](=[CH:7][C:8]([N+:17]([O-:19])=[O:18])=[C:9]([O:12][CH3:13])[CH:10]=2)[C:5]([C:14]#[N:15])=[C:4]1[I:16])[CH3:2]. The yield is 0.290. (4) The reactants are [F:1][C:2]1([F:31])[CH2:7][CH2:6][N:5]([C:8]([C:10]2[N:11]([CH3:30])[C:12]3[C:17]([CH:18]=2)=[CH:16][C:15]([O:19][CH:20]2[CH2:25][CH2:24][N+:23]([CH:27]([CH3:29])[CH3:28])(C)[CH2:22][CH2:21]2)=[CH:14][CH:13]=3)=[O:9])[CH2:4][CH2:3]1.COS([O-])(=O)=O.[H-].[Li+].C(S)C. The catalyst is CN(C)C=O. The product is [F:31][C:2]1([F:1])[CH2:7][CH2:6][N:5]([C:8]([C:10]2[N:11]([CH3:30])[C:12]3[C:17]([CH:18]=2)=[CH:16][C:15]([O:19][CH:20]2[CH2:25][CH2:24][N:23]([CH:27]([CH3:28])[CH3:29])[CH2:22][CH2:21]2)=[CH:14][CH:13]=3)=[O:9])[CH2:4][CH2:3]1. The yield is 0.960. (5) The reactants are [Cl:1][C:2]1[C:10]([C:11]2[CH:12]=[CH:13][C:14]([NH2:17])=[N:15][CH:16]=2)=[CH:9][C:5]2[O:6][CH2:7][CH2:8][C:4]=2[CH:3]=1.[F:18][C:19]1[CH:27]=[CH:26][CH:25]=[CH:24][C:20]=1[C:21](Cl)=[O:22].CCN(C(C)C)C(C)C.C([O-])(O)=O.[Na+].C(Cl)Cl. The catalyst is C(Cl)Cl. The product is [Cl:1][C:2]1[C:10]([C:11]2[CH:12]=[CH:13][C:14]([NH:17][C:21]([C:20]3[CH:24]=[CH:25][CH:26]=[CH:27][C:19]=3[F:18])=[O:22])=[N:15][CH:16]=2)=[CH:9][C:5]2[O:6][CH2:7][CH2:8][C:4]=2[CH:3]=1. The yield is 0.664. (6) The yield is 0.950. The catalyst is CN(C=O)C. The reactants are [OH:1][C@@H:2]([CH2:22][OH:23])[C@H:3]([NH:14][C:15](=[O:21])[O:16][C:17]([CH3:20])([CH3:19])[CH3:18])[C:4]1[CH:9]=[CH:8][C:7]([C:10]([F:13])([F:12])[F:11])=[CH:6][CH:5]=1.N1C=CN=C1.[Si:29](Cl)([C:32]([CH3:35])([CH3:34])[CH3:33])([CH3:31])[CH3:30]. The product is [Si:29]([O:23][CH2:22][C@H:2]([OH:1])[C@H:3]([NH:14][C:15](=[O:21])[O:16][C:17]([CH3:18])([CH3:19])[CH3:20])[C:4]1[CH:9]=[CH:8][C:7]([C:10]([F:13])([F:12])[F:11])=[CH:6][CH:5]=1)([C:32]([CH3:35])([CH3:34])[CH3:33])([CH3:31])[CH3:30]. (7) The reactants are [F:1][C:2]([F:15])([F:14])[S:3](O[S:3]([C:2]([F:15])([F:14])[F:1])(=[O:5])=[O:4])(=[O:5])=[O:4].[CH3:16][O:17][C:18]1[CH:23]=[CH:22][CH:21]=[C:20]([NH2:24])[CH:19]=1.C(N(CC)CC)C.[OH-].[Na+]. The catalyst is C(Cl)Cl.CO. The product is [F:1][C:2]([F:15])([F:14])[S:3]([NH:24][C:20]1[CH:21]=[CH:22][CH:23]=[C:18]([O:17][CH3:16])[CH:19]=1)(=[O:5])=[O:4]. The yield is 0.770. (8) The reactants are [NH2:1][C:2]1[CH:7]=[CH:6][C:5]([CH2:8][C:9]([O:11][CH3:12])=[O:10])=[CH:4][C:3]=1[N+:13]([O-])=O. The catalyst is CO.[Pd]. The product is [NH2:13][C:3]1[CH:4]=[C:5]([CH2:8][C:9]([O:11][CH3:12])=[O:10])[CH:6]=[CH:7][C:2]=1[NH2:1]. The yield is 0.730.